From a dataset of Full USPTO retrosynthesis dataset with 1.9M reactions from patents (1976-2016). Predict the reactants needed to synthesize the given product. (1) Given the product [Cl:1][C:2]1[CH:7]=[C:6]([F:8])[C:5]([N+:9]([O-:11])=[O:10])=[CH:4][C:3]=1[CH2:12][C:13]([O:15][CH2:21][CH3:22])=[O:14], predict the reactants needed to synthesize it. The reactants are: [Cl:1][C:2]1[CH:7]=[C:6]([F:8])[C:5]([N+:9]([O-:11])=[O:10])=[CH:4][C:3]=1[CH2:12][C:13]([OH:15])=[O:14].S(Cl)(Cl)(=O)=O.[CH2:21](O)[CH3:22]. (2) Given the product [Cl:1][C:2]1[CH:3]=[CH:4][C:5]([C:8]2[N:12]([CH2:13][C@H:14]([OH:19])[C:15]([F:18])([F:17])[F:16])[C:11](=[O:20])[N:10]([CH2:21][C:22]([NH:24][C@@:25]([C:30]3[CH:35]=[CH:34][CH:33]=[C:32]([C:36]([F:39])([F:38])[F:37])[CH:31]=3)([CH3:29])[C:26]([NH:50][NH2:51])=[O:27])=[O:23])[N:9]=2)=[CH:6][CH:7]=1, predict the reactants needed to synthesize it. The reactants are: [Cl:1][C:2]1[CH:7]=[CH:6][C:5]([C:8]2[N:12]([CH2:13][C@H:14]([OH:19])[C:15]([F:18])([F:17])[F:16])[C:11](=[O:20])[N:10]([CH2:21][C:22]([NH:24][C@@:25]([C:30]3[CH:35]=[CH:34][CH:33]=[C:32]([C:36]([F:39])([F:38])[F:37])[CH:31]=3)([CH3:29])[C:26](O)=[O:27])=[O:23])[N:9]=2)=[CH:4][CH:3]=1.C(Cl)CCl.C1C=CC2N(O)[N:51]=[N:50]C=2C=1.O.NN.C1CCCCC=1.Cl. (3) Given the product [F:19][C:9]1[CH:8]=[C:7]([N:6]2[CH2:2][C@H:1]([CH2:35][N:29]3[C:30](=[O:31])[C:25]4=[CH:24][CH:34]=[CH:33][CH:32]=[C:26]4[C:27]3=[O:28])[O:3][C:4]2=[O:5])[CH:12]=[CH:11][C:10]=1[N:13]1[CH2:18][CH2:17][O:16][CH2:15][CH2:14]1, predict the reactants needed to synthesize it. The reactants are: [CH2:1]([O:3][C:4]([NH:6][C:7]1[CH:12]=[CH:11][C:10]([N:13]2[CH2:18][CH2:17][O:16][CH2:15][CH2:14]2)=[C:9]([F:19])[CH:8]=1)=[O:5])[CH3:2].C([C:24]1[CH:34]=[CH:33][CH:32]=[C:26]2[C:27]([NH:29][C:30](=[O:31])[C:25]=12)=[O:28])[C@@H]1OC1.[CH2:35](N(CC)CC)C. (4) Given the product [CH3:1][O:2][C:3]([C:5]1[CH:10]=[CH:9][C:8]([NH:19][C:16]2[CH:17]=[N:18][C:13]([CH3:12])=[CH:14][CH:15]=2)=[CH:7][N:6]=1)=[O:4], predict the reactants needed to synthesize it. The reactants are: [CH3:1][O:2][C:3]([C:5]1[CH:10]=[CH:9][C:8](Br)=[CH:7][N:6]=1)=[O:4].[CH3:12][C:13]1[N:18]=[CH:17][C:16]([NH2:19])=[CH:15][CH:14]=1.C([O-])([O-])=O.[K+].[K+]. (5) Given the product [C:31]1([S:30][C:26]2[C:25]3[C:29](=[C:21]([N:18]4[CH2:19][CH2:20][NH:15][CH2:16][CH2:17]4)[CH:22]=[CH:23][CH:24]=3)[NH:28][CH:27]=2)[CH:32]=[CH:33][CH:34]=[CH:35][CH:36]=1, predict the reactants needed to synthesize it. The reactants are: FC(F)(F)C(O)=O.C(OC([N:15]1[CH2:20][CH2:19][N:18]([C:21]2[CH:22]=[CH:23][CH:24]=[C:25]3[C:29]=2[NH:28][CH:27]=[C:26]3[S:30][C:31]2[CH:36]=[CH:35][CH:34]=[CH:33][CH:32]=2)[CH2:17][CH2:16]1)=O)(C)(C)C.[OH-].[NH4+]. (6) Given the product [CH:13]([C:9]1[CH:8]=[C:7]([B:20]([OH:21])[OH:19])[CH:12]=[CH:11][CH:10]=1)([CH3:15])[CH3:14], predict the reactants needed to synthesize it. The reactants are: [Li]CCCC.Br[C:7]1[CH:12]=[CH:11][CH:10]=[C:9]([CH:13]([CH3:15])[CH3:14])[CH:8]=1.C([O:19][B:20](OC(C)C)[O:21]C(C)C)(C)C.Cl. (7) Given the product [CH2:1]([O:3][C:4]([C:6]1([C:9]2[CH:10]=[CH:11][C:12]([C:15]3[CH:20]=[CH:19][C:18]([C:21]4[O:25][N:24]=[C:23]([CH3:26])[C:22]=4[CH2:27][CH2:28][O:29][CH2:32][C:33]4[CH:38]=[CH:37][CH:36]=[CH:35][CH:34]=4)=[CH:17][CH:16]=3)=[CH:13][CH:14]=2)[CH2:8][CH2:7]1)=[O:5])[CH3:2], predict the reactants needed to synthesize it. The reactants are: [CH2:1]([O:3][C:4]([C:6]1([C:9]2[CH:14]=[CH:13][C:12]([C:15]3[CH:20]=[CH:19][C:18]([C:21]4[O:25][N:24]=[C:23]([CH3:26])[C:22]=4[CH2:27][CH2:28][OH:29])=[CH:17][CH:16]=3)=[CH:11][CH:10]=2)[CH2:8][CH2:7]1)=[O:5])[CH3:2].[H-].[Na+].[CH2:32](Br)[C:33]1[CH:38]=[CH:37][CH:36]=[CH:35][CH:34]=1. (8) The reactants are: [CH2:1]([C:5]1([C:15]2[CH:20]=[CH:19][CH:18]=[CH:17][CH:16]=2)[C:9]2[CH2:10][NH:11][CH2:12][CH2:13][C:8]=2[C:7](=[O:14])[O:6]1)[CH:2]([CH3:4])[CH3:3].CCN(C(C)C)C(C)C.[CH:30]1[C:39]2[C:34](=[CH:35][CH:36]=[CH:37][CH:38]=2)[CH:33]=[CH:32][C:31]=1[C:40](Cl)=[O:41]. Given the product [CH:30]1[C:39]2[C:34](=[CH:35][CH:36]=[CH:37][CH:38]=2)[CH:33]=[CH:32][C:31]=1[C:40]([N:11]1[CH2:12][CH2:13][C:8]2[C:7](=[O:14])[O:6][C:5]([CH2:1][CH:2]([CH3:4])[CH3:3])([C:15]3[CH:20]=[CH:19][CH:18]=[CH:17][CH:16]=3)[C:9]=2[CH2:10]1)=[O:41], predict the reactants needed to synthesize it. (9) Given the product [NH:3]1[C:7]2[CH:8]=[CH:9][CH:10]=[CH:11][C:6]=2[N:5]=[C:4]1[C@H:12]([NH:22][C:23]([NH:24][C@H:25]1[C@@H:29]([F:30])[CH2:28][NH:27][CH2:26]1)=[O:38])[CH2:13][C:14]1[CH:15]=[CH:16][C:17]([O:20][CH3:21])=[CH:18][CH:19]=1, predict the reactants needed to synthesize it. The reactants are: N#N.[NH:3]1[C:7]2[CH:8]=[CH:9][CH:10]=[CH:11][C:6]=2[N:5]=[C:4]1[C@H:12]([NH:22][C:23](=[O:38])[NH:24][C@@H:25]1[C@H:29]([F:30])[CH2:28][N:27](C(OC(C)(C)C)=O)[CH2:26]1)[CH2:13][C:14]1[CH:19]=[CH:18][C:17]([O:20][CH3:21])=[CH:16][CH:15]=1.Cl. (10) Given the product [CH3:26][N:27]([CH2:28][CH2:29][CH2:30][S:31]([CH2:33][CH2:34][CH2:35][C:36]([F:42])([F:41])[C:37]([F:40])([F:39])[F:38])=[O:32])[CH2:2][CH2:3][CH2:4][CH2:5][CH2:6][CH2:7][C:8]1[C:14]2[CH:15]=[CH:16][C:17]([OH:19])=[CH:18][C:13]=2[CH2:12][CH2:11][CH2:10][C:9]=1[C:20]1[CH:21]=[N:22][CH:23]=[CH:24][CH:25]=1, predict the reactants needed to synthesize it. The reactants are: Br[CH2:2][CH2:3][CH2:4][CH2:5][CH2:6][CH2:7][C:8]1[C:14]2[CH:15]=[CH:16][C:17]([OH:19])=[CH:18][C:13]=2[CH2:12][CH2:11][CH2:10][C:9]=1[C:20]1[CH:21]=[N:22][CH:23]=[CH:24][CH:25]=1.[CH3:26][NH:27][CH2:28][CH2:29][CH2:30][S:31]([CH2:33][CH2:34][CH2:35][C:36]([F:42])([F:41])[C:37]([F:40])([F:39])[F:38])=[O:32].